Predict the reaction yield, written as a fraction of the theoretical maximum amount of product (1.0 means a 100% yield; for example, 0.34 means a 34% yield). From a dataset of Reaction yield outcomes from USPTO patents with 853,638 reactions. (1) The reactants are [F:1][C:2]1[CH:7]=[CH:6][C:5]([CH:8]([OH:22])[CH:9]([CH2:13][C:14]2[CH:19]=[CH:18][C:17]([O:20][CH3:21])=[CH:16][CH:15]=2)C(O)=O)=[CH:4][CH:3]=1.C1(P(N=[N+]=[N-])(C2C=CC=CC=2)=O)C=CC=CC=1.C([N:42]([CH2:45]C)CC)C.[OH2:47]. The catalyst is O1CCCC1. The product is [F:1][C:2]1[CH:3]=[CH:4][C:5]([CH:8]2[O:22][C:45](=[O:47])[NH:42][CH:9]2[CH2:13][C:14]2[CH:15]=[CH:16][C:17]([O:20][CH3:21])=[CH:18][CH:19]=2)=[CH:6][CH:7]=1. The yield is 0.960. (2) The reactants are Cl[C:2]1[N:7]=[C:6]([NH:8][C:9]2[CH:14]=[CH:13][C:12]([O:15][CH3:16])=[C:11]([Cl:17])[CH:10]=2)[N:5]=[C:4]([NH:18][CH:19]2[CH2:25][CH2:24][CH2:23][CH2:22][CH2:21][CH2:20]2)[N:3]=1.[CH3:26][NH:27][CH:28]1[CH2:33][CH2:32][N:31]([CH3:34])[CH2:30][CH2:29]1.[OH-].[Na+].O. The catalyst is O1CCOCC1.C(Cl)Cl. The product is [Cl:17][C:11]1[CH:10]=[C:9]([NH:8][C:6]2[N:5]=[C:4]([NH:18][CH:19]3[CH2:25][CH2:24][CH2:23][CH2:22][CH2:21][CH2:20]3)[N:3]=[C:2]([N:27]([CH3:26])[CH:28]3[CH2:33][CH2:32][N:31]([CH3:34])[CH2:30][CH2:29]3)[N:7]=2)[CH:14]=[CH:13][C:12]=1[O:15][CH3:16]. The yield is 0.309.